This data is from Peptide-MHC class I binding affinity with 185,985 pairs from IEDB/IMGT. The task is: Regression. Given a peptide amino acid sequence and an MHC pseudo amino acid sequence, predict their binding affinity value. This is MHC class I binding data. (1) The peptide sequence is IEGQPVEVLL. The MHC is Mamu-A11 with pseudo-sequence Mamu-A11. The binding affinity (normalized) is 0.200. (2) The peptide sequence is YLQAKSQVL. The MHC is HLA-A29:02 with pseudo-sequence HLA-A29:02. The binding affinity (normalized) is 0.0847.